This data is from B-cell epitopes from IEDB database with 3,159 antigens for binding position prediction. The task is: Token-level Classification. Given an antigen amino acid sequence, predict which amino acid positions are active epitope sites capable of antibody binding. Output is a list of indices for active positions. (1) Given the antigen sequence: MGVFNYETETTSVIPAARLFKAFFLDGDNLFPKVAPQAISSVENIEGNGGPGTIKKISFPEGFPFRYVKDRVDEVDHTNFKYSYSVIEGGPVGDTLEKISNEIKIVATPDGGSILKISNKYHTKGDHEVKEEQIKASKEMGETLLRAVESYLLAHSDAYN, which amino acid positions are active epitope sites? The epitope positions are: [49, 50, 51, 52, 53, 54, 55, 56, 57, 58]. The amino acids at these positions are: GPGTIKKISF. (2) Given the antigen sequence: MRCSHKLGRFLTPHSCFWWLFLLPTGLSWSFADGNGDSSTYQYIYNLTICELNGTDWLSSHFGWAVETFVLYPVATHILSLGFLTTSHFFDALGLGVVSTAGLVGGRYVLCSVYGACAFAAFVCFVIRAAKNCMACRYARTRFTNFIVDDRGRVHRWRSPIVVEKLGKAEVDGNLVTIKHVVLEGVKAQPLTRTSAEQWEA, which amino acid positions are active epitope sites? The epitope positions are: [19, 20, 21, 22, 23, 24, 25, 26, 27, 28, 29, 30, 31, 32, 33, 34, 35, 36, 37]. The amino acids at these positions are: LFLLPTGLSWSFADGNGDS. (3) Given the antigen sequence: MFKKTLIAAAIVVGSAAPAFADVVISPNDNTFVTTSLASVTKQPVLDFSTAQQNLTLNFSEVGDLKNNGFIVLEIQGEGQFNDAEIRQWLSNGFWRRPFTGLLVNPNDHGNFANSGEVNDVRKFFKIISDGTQLTIVHTIDSNGKRLRLALASDVEETINFADAEVELKLNLANQAFKLTSGSQGTVALTAGALWNASYTADPVATKPLFKLGKLFQLSLTNAGKATALVSEGFLKLNIGDANISATDFAITNVTTNQTIQRDKVNLTLTGDVSAFKKDANGNLVNKAGASIGWKAAADGQSATAVLGAGNMAGGVQNALAAFGTLYVAADNTVPVPAVNFNVKAEIQGDSQATYNYFKDELADLFILTRDGMKFDTITTGTTSANLIHIRDVSNILPTEGGKIFVTITEYADHAANGRGEGTVLVTRKALSVTLPSGGAVTLKPADVAADVGASITAGRQARLVFEVETNQGEVAVKKSNAEGVDIQNGTRGTAPLVDF..., which amino acid positions are active epitope sites? The epitope positions are: [353, 354, 355, 356, 357, 358, 359, 360, 361]. The amino acids at these positions are: TYNYFKDEL. (4) Given the antigen sequence: MEKTLETVPLERKKREKEQFRKLFIGGLSFETTEESLRNYYEQWGKLTDCVVMRDPASKRSRGFGFVTFSSMAEVDAAMAARPHSIDGRVVEPKRAVAREESGKPGAHVTVKKLFVGGIKEDTEEHHLRDYFEEYGKIDTIEIITDRQSGKKRGFGFVTFDDHDPVDKIVLQKYHTINGHNAEVRKALSRQEMQEVQSSRSGRGGNFGFGDSRGGGGNFGPGPGSNFRGGSDGYGSGRGFGDGYNGYGGGPGGGNFGGSPGYGGGRGGYGGGGPGYGNQGGGYGGGYDNYGGGNYGSGNYNDFGNYNQQPSNYGPMKSGNFGGSRNMGGPYGGGNYGPGGSGGSGGYGGRSRY, which amino acid positions are active epitope sites? The epitope positions are: [0, 1, 2, 3, 4, 5, 6, 7]. The amino acids at these positions are: MEKTLETV. (5) Given the antigen sequence: MASAKGSKPNLPESNIAIGIDLGTTYSCVGVWRNENVDIIANDQGNRTTPSYVAFTDTERLIGDAAKNQVARNPENTVFDAKRLIGRKFTESSVQSDMKHWPFTVKSGVDEKPMIEVTYQGEKKLFHPEEISSMVLQKMKENAEAFLGKSIKNAVITVPAYFNDSQRQATKDAGTIAGLNVMRIINEPTAAAIAYGLHKKGKGEKNILIFDLGGGTFDVSLLTIEDGIFEVKATAGDTHLGGEDFDNRLVNFCVEDFKRKNRGKDLSKNSRALRRLRTQCERAKRTLSSSTQATIEIDSLFEGIDYSVTVSRARFEELCIDYFRDTLIPVEKVLKDAMMDKKSVHEVVLVGGSTRIPKIQTLIKEFFNGKEACRSINPDEAVAYGAAVQAAILSGDQSNAVQDLLLLDVCSLSLGLETAGGVMTKLIERNTTIPAKKSQIFTTYADNQPGVLIQVYEGERALTKDNNLLGKFHLDGIPPAPRKVPQIEVTFDIDANGILN..., which amino acid positions are active epitope sites? The epitope positions are: [503, 504, 505, 506, 507, 508, 509, 510, 511, 512, 513, 514, 515, 516, 517, 518]. The amino acids at these positions are: VEKSTGKQNHITITND. (6) Given the antigen sequence: GDRVADVIESSIGDSVSKALTQALPAPTGQNTQVSSHRLDTGKVPALQAAEIGASSNASDESMIETRCVLNSHSTAETTLDSFFSRAGLVGEIDLPLKGTTNPNGYANWDIDVTGYAQMRRKVELFTYMRFDAEFTFVACTYTGEVVPQLLQYMFVPPGAPKPGSRDSLAWQTATNPSVFVKLSDPPAQVSVPFMSPASAYQWFYDGYPTFGEHKQEKDLEYGACPNNMMGTFSVRTVGSSKSKYPLVIRIYMRMKHVRAWIPRPMRNQNYLFKSNPNYAGDSIKPTGTSRTAITTL, which amino acid positions are active epitope sites? The epitope positions are: [90, 91, 92, 93, 94, 95, 96, 97, 98, 99, 100, 101, 102, 103]. The amino acids at these positions are: GEIDLPLKGTTNPN. (7) Given the antigen sequence: MPEPAKKVPAPKKGSKKAVTKAQKKDGKKRKRSRKESYSVYVYKVLKQVHPDTGISSKAMGIMNSFVNDIFERIAGEASRLAHYNKPSTITPREIQTAVRLLLPGELAKHAVSEGTKAVTKYTSSK, which amino acid positions are active epitope sites? The epitope positions are: [50, 51, 52, 53, 54, 55, 56, 57, 58, 59]. The amino acids at these positions are: PDTGISSKAM. (8) Given the antigen sequence: MAHHHHHHVDDDDKENLYFQSKPYISAKDLKEIMYDHLPGFGTAFHQLVQVICKIGKDNNLLDTIHAEFQASLADGDSPQCALIQITKRVPIFQDVPPPIIHIRSRGDIPRACQKSLRPAPPSPKIDRGWVCLFKMQDGKTLGLKI, which amino acid positions are active epitope sites? The epitope positions are: [38, 39, 40, 41, 42, 43, 44, 45, 46, 47, 48, 49, 50, 51, 52]. The amino acids at these positions are: PGFGTAFHQLVQVIC. (9) Given the antigen sequence: MSDEGPGTGPGNGLGQKEDTSGPDGSSGSGPQRRGGDNHGRGRGRGRGRGGGRPGAPGGSGSGPRHRDGVRRPQKRPSCIGCKGAHGGTGAGGGAGAGGAGAGGAGAGGAGAGGAGAGGAGAGGAGAGGAGAGGAGAGGAGAGGGAGAGGAGAGGAGAGGGAGAGGGAGAGGGAGAGGGAGAGGGAGAGGGAGAGGGAGAGGGAGAGGGAGAGGAGAGGAGAGGGAGAGGGAGAGGGAGAGGGAGAGGGAGAGGGAGAGGGAGAGGGAGAGGGAGAGGGAGAGGGAGAGGGAGAGGGAGAGGGAGAGGGAGAGGGAGAGGGAGAGGGGRGRGGSGGRGRGGSGGRGRGGSGGRRGRGRERARGGSRERARGRGRGRGEKRPRSPSSQSSSSGSPPRRPPPGRRPFFHPVAEADYFEYHQEGGPDGEPDMPPGAIEQGPADDPGEGPSTGPRGQGDGGRRKKGGWYGKHRGEGGSSQKFENIAEGLRLLLARCHVERTTED..., which amino acid positions are active epitope sites? The epitope positions are: [153, 154, 155, 156, 157, 158, 159, 160, 161, 162, 163, 164, 165, 166, 167, 168]. The amino acids at these positions are: GGAGAGGGAGAGGGAG. (10) Given the antigen sequence: GILLTWLGLNSRSTSLSMTCIAVGMVTLYLGVMVQADSGCVINWKGRELKCGSGIFVTNEVHTWTEQYKFQADSPKRLSAAIGKAWEEGVCGIRSATRLENIMWKQISNELNHILLENDMKFTVVVGDVSGILTQGRKMIGPQPMEHKYSWKSWGKAKIIGADVQNTTFIIDGPNTPECPDDQRAWNIWEVEDYGFGIFTTNIWLKLRDSYTQVCDPRLMSAAIKDSKAVHADMGYWIESEKNETWKLARASFIEVKTCVWPKSHTLWSNGVLESEMIIPKIYGGPISQHNYRPGYSTQTAGPWHLGKLELDFDLCEGTTVVVDEHCGNRGPSLRTTTVTGKIIHEWCCRSCTLPPLRFKGEDGCWYGMEIRPVKDKEENLVKSLVSAGSGEVDSFSLGLLCVSIMIEEVMGSRWSRKMLMTGTLAVFLLLIMGQLTWNDLIRLCIMVGANASDRMGMGTTYLALMATFKMRP, which amino acid positions are active epitope sites? The epitope positions are: [356, 357, 358, 359, 360, 361, 362, 363, 364, 365, 366, 367, 368, 369, 370]. The amino acids at these positions are: LRFKGEDGCWYGMEI.